Dataset: Merck oncology drug combination screen with 23,052 pairs across 39 cell lines. Task: Regression. Given two drug SMILES strings and cell line genomic features, predict the synergy score measuring deviation from expected non-interaction effect. (1) Drug 2: CCc1cnn2c(NCc3ccc[n+]([O-])c3)cc(N3CCCCC3CCO)nc12. Cell line: RPMI7951. Drug 1: CC1(c2nc3c(C(N)=O)cccc3[nH]2)CCCN1. Synergy scores: synergy=18.2. (2) Drug 1: O=S1(=O)NC2(CN1CC(F)(F)F)C1CCC2Cc2cc(C=CCN3CCC(C(F)(F)F)CC3)ccc2C1. Drug 2: CCN(CC)CCNC(=O)c1c(C)[nH]c(C=C2C(=O)Nc3ccc(F)cc32)c1C. Cell line: NCIH1650. Synergy scores: synergy=19.2. (3) Drug 1: O=c1[nH]cc(F)c(=O)[nH]1. Drug 2: O=C(O)C1(Cc2cccc(Nc3nccs3)n2)CCC(Oc2cccc(Cl)c2F)CC1. Cell line: LNCAP. Synergy scores: synergy=-20.6. (4) Drug 1: CC(C)CC(NC(=O)C(Cc1ccccc1)NC(=O)c1cnccn1)B(O)O. Drug 2: CCc1cnn2c(NCc3ccc[n+]([O-])c3)cc(N3CCCCC3CCO)nc12. Cell line: VCAP. Synergy scores: synergy=-21.6. (5) Drug 1: CN1C(=O)C=CC2(C)C3CCC4(C)C(NC(=O)OCC(F)(F)F)CCC4C3CCC12. Drug 2: O=C(CCCCCCC(=O)Nc1ccccc1)NO. Cell line: DLD1. Synergy scores: synergy=6.84. (6) Cell line: CAOV3. Drug 1: CCN(CC)CCNC(=O)c1c(C)[nH]c(C=C2C(=O)Nc3ccc(F)cc32)c1C. Synergy scores: synergy=-10.8. Drug 2: CC(C)CC(NC(=O)C(Cc1ccccc1)NC(=O)c1cnccn1)B(O)O.